From a dataset of Forward reaction prediction with 1.9M reactions from USPTO patents (1976-2016). Predict the product of the given reaction. (1) Given the reactants C(OC([NH:11][CH:12]([CH2:23][CH2:24][P:25]([O:29][C:30]1[CH:35]=[CH:34][C:33]([C:36]#[N:37])=[CH:32][CH:31]=1)([O:27][CH3:28])=[O:26])[C:13]([O:15]CC1C=CC=CC=1)=[O:14])=O)C1C=CC=CC=1.C1(OC)C=CC=CC=1.[Cl-].[Cl-].[Cl-].[Al+3].O, predict the reaction product. The product is: [NH2:11][CH:12]([CH2:23][CH2:24][P:25]([O:29][C:30]1[CH:31]=[CH:32][C:33]([C:36]#[N:37])=[CH:34][CH:35]=1)([O:27][CH3:28])=[O:26])[C:13]([OH:15])=[O:14]. (2) Given the reactants FC(F)(F)C1C=C(NC(=O)NC2C=CC(C3SC(CCC(O)=O)=NC=3)=CC=2)C=CC=1.[F:31][C:32]1[CH:37]=[C:36]([F:38])[CH:35]=[CH:34][C:33]=1[NH:39][C:40](=[O:63])[NH:41][C:42]1[CH:47]=[CH:46][C:45]([C:48]2[S:52][C:51]([CH:53]3[CH2:58][CH2:57][CH:56]([C:59]([O:61]C)=[O:60])[CH2:55][CH2:54]3)=[N:50][CH:49]=2)=[CH:44][CH:43]=1, predict the reaction product. The product is: [F:31][C:32]1[CH:37]=[C:36]([F:38])[CH:35]=[CH:34][C:33]=1[NH:39][C:40](=[O:63])[NH:41][C:42]1[CH:43]=[CH:44][C:45]([C:48]2[S:52][C:51]([CH:53]3[CH2:54][CH2:55][CH:56]([C:59]([OH:61])=[O:60])[CH2:57][CH2:58]3)=[N:50][CH:49]=2)=[CH:46][CH:47]=1.